From a dataset of Full USPTO retrosynthesis dataset with 1.9M reactions from patents (1976-2016). Predict the reactants needed to synthesize the given product. Given the product [CH2:1]([O:3][C:4](=[O:24])[C:5]1[CH:10]=[CH:9][CH:8]=[C:7]([S:11][C:12]2[C:20]3[C:15](=[C:16]([F:22])[C:17]([Cl:21])=[CH:18][CH:19]=3)[N:14]([C:26]3[CH:27]=[N:28][N:29]([CH2:31][CH3:32])[CH:30]=3)[C:13]=2[CH3:23])[CH:6]=1)[CH3:2], predict the reactants needed to synthesize it. The reactants are: [CH2:1]([O:3][C:4](=[O:24])[C:5]1[CH:10]=[CH:9][CH:8]=[C:7]([S:11][C:12]2[C:20]3[C:15](=[C:16]([F:22])[C:17]([Cl:21])=[CH:18][CH:19]=3)[NH:14][C:13]=2[CH3:23])[CH:6]=1)[CH3:2].Br[C:26]1[CH:27]=[N:28][N:29]([CH2:31][CH3:32])[CH:30]=1.